This data is from Reaction yield outcomes from USPTO patents with 853,638 reactions. The task is: Predict the reaction yield, written as a fraction of the theoretical maximum amount of product (1.0 means a 100% yield; for example, 0.34 means a 34% yield). (1) The reactants are [SH:1][C:2]1[CH:7]=[CH:6][N:5]=[CH:4][CH:3]=1.[H-].[Na+].CS(O[C:15]1[CH:20]=[CH:19][CH:18]=[C:17]([C:21]2[S:22][C:23]3[CH:31]=[CH:30][CH:29]=[CH:28][C:24]=3[C:25](=[O:27])[N:26]=2)[N:16]=1)(=O)=O.[C:32](OCC)(=O)C. The catalyst is CN(C=O)C.O. The product is [N:5]1[CH:6]=[CH:7][C:2]([S:1][CH2:32][C:15]2[N:16]=[C:17]([C:21]3[S:22][C:23]4[CH:31]=[CH:30][CH:29]=[CH:28][C:24]=4[C:25](=[O:27])[N:26]=3)[CH:18]=[CH:19][CH:20]=2)=[CH:3][CH:4]=1. The yield is 0.170. (2) The yield is 0.220. The reactants are [Cl:1][C:2]1[CH:10]=[CH:9][C:8](F)=[CH:7][C:3]=1[C:4]([NH2:6])=[O:5].[NH:12]1[CH2:16][CH:15]=[CH:14][CH2:13]1. The product is [Cl:1][C:2]1[CH:10]=[CH:9][C:8]([N:12]2[CH2:16][CH:15]=[CH:14][CH2:13]2)=[CH:7][C:3]=1[C:4]([NH2:6])=[O:5]. The catalyst is CN(C=O)C. (3) The reactants are C(N)C1C=CC=CC=1.[CH2:9]1[CH2:11][CH:10]1[CH2:12][NH2:13].[CH3:14][C:15]1[N:16]=[C:17]([N:23]2[CH2:27][CH2:26][N:25]([CH2:28][C:29]3[CH:34]=[CH:33][C:32]([O:35][C:36]([F:39])([F:38])[F:37])=[CH:31][CH:30]=3)[C:24]2=[O:40])[S:18][C:19]=1[C:20](O)=[O:21]. No catalyst specified. The product is [CH:10]1([CH2:12][NH:13][C:20]([C:19]2[S:18][C:17]([N:23]3[CH2:27][CH2:26][N:25]([CH2:28][C:29]4[CH:30]=[CH:31][C:32]([O:35][C:36]([F:37])([F:38])[F:39])=[CH:33][CH:34]=4)[C:24]3=[O:40])=[N:16][C:15]=2[CH3:14])=[O:21])[CH2:11][CH2:9]1. The yield is 0.150.